From a dataset of Forward reaction prediction with 1.9M reactions from USPTO patents (1976-2016). Predict the product of the given reaction. (1) Given the reactants [CH3:1][O:2][C:3]1[CH:8]=[CH:7][C:6](B(O)O)=[CH:5][CH:4]=1.Br[C:13]1[S:21][C:20]2[C:19]([NH:22][C:23]3[CH:24]=[C:25]4[C:29](=[CH:30][CH:31]=3)[NH:28][CH:27]=[CH:26]4)=[N:18][CH:17]=[N:16][C:15]=2[CH:14]=1, predict the reaction product. The product is: [NH:28]1[C:29]2[C:25](=[CH:24][C:23]([NH:22][C:19]3[C:20]4[S:21][C:13]([C:6]5[CH:7]=[CH:8][C:3]([O:2][CH3:1])=[CH:4][CH:5]=5)=[CH:14][C:15]=4[N:16]=[CH:17][N:18]=3)=[CH:31][CH:30]=2)[CH:26]=[CH:27]1. (2) Given the reactants [Cl:1][C:2]1[CH:7]=[CH:6][CH:5]=[C:4]([Cl:8])[C:3]=1[CH2:9][S:10]([C:13]1[CH:14]=[C:15]2[C:19](=[CH:20][CH:21]=1)[NH:18][C:17](=[O:22])/[C:16]/2=[CH:23]\[C:24]1[NH:28][C:27]([CH3:29])=[C:26]([CH2:30][CH2:31][C:32](O)=[O:33])[C:25]=1[CH3:35])(=[O:12])=[O:11].CCN(C(C)C)C(C)C.[NH:45]1[CH2:50][CH2:49][O:48][CH2:47][CH2:46]1.CN(C(ON1N=NC2C=CC=NC1=2)=[N+](C)C)C.F[P-](F)(F)(F)(F)F, predict the reaction product. The product is: [Cl:8][C:4]1[CH:5]=[CH:6][CH:7]=[C:2]([Cl:1])[C:3]=1[CH2:9][S:10]([C:13]1[CH:14]=[C:15]2[C:19](=[CH:20][CH:21]=1)[NH:18][C:17](=[O:22])/[C:16]/2=[CH:23]\[C:24]1[NH:28][C:27]([CH3:29])=[C:26]([CH2:30][CH2:31][C:32]([N:45]2[CH2:50][CH2:49][O:48][CH2:47][CH2:46]2)=[O:33])[C:25]=1[CH3:35])(=[O:11])=[O:12].